From a dataset of Full USPTO retrosynthesis dataset with 1.9M reactions from patents (1976-2016). Predict the reactants needed to synthesize the given product. (1) Given the product [CH2:1]([N:8]1[C:20]2[CH:19]=[C:18]3[C:13]([CH:14]=[CH:15][N:16]=[C:17]3[CH:36]3[CH2:35][CH2:9][NH:8][CH2:1][CH2:2]3)=[CH:12][C:11]=2[CH2:10][CH2:9]1)[C:2]1[CH:7]=[CH:6][CH:5]=[CH:4][CH:3]=1, predict the reactants needed to synthesize it. The reactants are: [CH2:1]([N:8]1[C:20]2[CH:19]=[C:18]3[C:13]([CH:14]=[CH:15][N:16]=[C:17]3C3CCCCN3C(OC(C)(C)C)=O)=[CH:12][C:11]=2[CH2:10][CH2:9]1)[C:2]1[CH:7]=[CH:6][CH:5]=[CH:4][CH:3]=1.F[C:35](F)(F)[C:36](O)=O. (2) The reactants are: OS(O)(=O)=O.[NH2:6][C:7]1[CH:15]=[CH:14][C:13]([OH:16])=[CH:12][C:8]=1[C:9]([OH:11])=[O:10].[C:17]([O-])(O)=O.[Na+]. Given the product [NH2:6][C:7]1[CH:15]=[CH:14][C:13]([OH:16])=[CH:12][C:8]=1[C:9]([O:11][CH3:17])=[O:10], predict the reactants needed to synthesize it.